This data is from NCI-60 drug combinations with 297,098 pairs across 59 cell lines. The task is: Regression. Given two drug SMILES strings and cell line genomic features, predict the synergy score measuring deviation from expected non-interaction effect. (1) Drug 1: C1=NC2=C(N1)C(=S)N=C(N2)N. Synergy scores: CSS=44.3, Synergy_ZIP=-7.39, Synergy_Bliss=-9.73, Synergy_Loewe=-10.4, Synergy_HSA=-4.23. Cell line: CAKI-1. Drug 2: CC1C(C(CC(O1)OC2CC(CC3=C2C(=C4C(=C3O)C(=O)C5=CC=CC=C5C4=O)O)(C(=O)C)O)N)O. (2) Drug 1: CC(CN1CC(=O)NC(=O)C1)N2CC(=O)NC(=O)C2. Drug 2: CC1=C(C(CCC1)(C)C)C=CC(=CC=CC(=CC(=O)O)C)C. Cell line: DU-145. Synergy scores: CSS=6.61, Synergy_ZIP=-6.89, Synergy_Bliss=-3.48, Synergy_Loewe=-2.02, Synergy_HSA=-2.46. (3) Drug 1: CCC1=CC2CC(C3=C(CN(C2)C1)C4=CC=CC=C4N3)(C5=C(C=C6C(=C5)C78CCN9C7C(C=CC9)(C(C(C8N6C)(C(=O)OC)O)OC(=O)C)CC)OC)C(=O)OC.C(C(C(=O)O)O)(C(=O)O)O. Drug 2: CC(C)(C#N)C1=CC(=CC(=C1)CN2C=NC=N2)C(C)(C)C#N. Cell line: LOX IMVI. Synergy scores: CSS=41.9, Synergy_ZIP=-1.84, Synergy_Bliss=-1.82, Synergy_Loewe=-4.07, Synergy_HSA=0.551. (4) Drug 1: C1C(C(OC1N2C=C(C(=O)NC2=O)F)CO)O. Drug 2: CN1C2=C(C=C(C=C2)N(CCCl)CCCl)N=C1CCCC(=O)O.Cl. Cell line: EKVX. Synergy scores: CSS=3.28, Synergy_ZIP=-1.21, Synergy_Bliss=-0.369, Synergy_Loewe=-3.22, Synergy_HSA=-1.37. (5) Cell line: SR. Synergy scores: CSS=48.4, Synergy_ZIP=-6.25, Synergy_Bliss=-10.00, Synergy_Loewe=-6.18, Synergy_HSA=-3.66. Drug 1: CN(CC1=CN=C2C(=N1)C(=NC(=N2)N)N)C3=CC=C(C=C3)C(=O)NC(CCC(=O)O)C(=O)O. Drug 2: C1C(C(OC1N2C=C(C(=O)NC2=O)F)CO)O. (6) Drug 1: C1CC(C1)(C(=O)O)C(=O)O.[NH2-].[NH2-].[Pt+2]. Drug 2: CN(C(=O)NC(C=O)C(C(C(CO)O)O)O)N=O. Cell line: CAKI-1. Synergy scores: CSS=5.89, Synergy_ZIP=-1.41, Synergy_Bliss=-0.386, Synergy_Loewe=-2.72, Synergy_HSA=-2.49.